Task: Predict the reactants needed to synthesize the given product.. Dataset: Full USPTO retrosynthesis dataset with 1.9M reactions from patents (1976-2016) (1) Given the product [C:12]1([C:2]2[C:3]([NH2:11])=[CH:4][C:5]3[O:9][CH2:8][O:7][C:6]=3[CH:10]=2)[CH2:17][CH2:16][CH2:15][CH2:14][CH:13]=1, predict the reactants needed to synthesize it. The reactants are: Br[C:2]1[C:3]([NH2:11])=[CH:4][C:5]2[O:9][CH2:8][O:7][C:6]=2[CH:10]=1.[C:12]1(B(O)O)[CH2:17][CH2:16][CH2:15][CH2:14][CH:13]=1. (2) Given the product [NH2:20][C:21]1[N:22]([CH3:54])[C:23](=[O:53])[C@@:24]2([N:52]=1)[C:33]1[C:28](=[CH:29][CH:30]=[C:31]([C:34]3[CH:35]=[N:36][CH:37]=[C:38]([Cl:40])[CH:39]=3)[CH:32]=1)[CH2:27][CH2:26][C@H:25]2[CH2:41][C:14]1[CH:15]=[N:16][CH:17]=[CH:18][CH:19]=1, predict the reactants needed to synthesize it. The reactants are: BrC1C=C2C(CCC(C[C:14]3[CH:15]=[N:16][CH:17]=[CH:18][CH:19]=3)C2=O)=CC=1.[NH2:20][C:21]1[N:22]([CH3:54])[C:23](=[O:53])[C@@:24]2([N:52]=1)[C:33]1[C:28](=[CH:29][CH:30]=[C:31]([C:34]3[CH:35]=[N:36][CH:37]=[C:38]([Cl:40])[CH:39]=3)[CH:32]=1)[CH2:27][CH2:26][C@H:25]2[CH2:41]C1CCN(CC(F)F)CC1. (3) Given the product [OH:4][C:3]([CH2:5][CH2:6][CH2:7][CH2:8][C@H:9]1[C@@H:17]2[C@@H:12]([NH:13][C:14]([NH:16]2)=[O:15])[CH2:11][S:10]1)=[O:2], predict the reactants needed to synthesize it. The reactants are: C[O:2][C:3]([CH2:5][CH2:6][CH2:7][CH2:8][C@H:9]1[C@@H:17]2[C@@H:12]([NH:13][C:14]([NH:16]2)=[O:15])[CH2:11][S:10]1)=[O:4].OS(O)(=O)=O.[OH-].[Na+]. (4) Given the product [N+:15]([C:7]1[CH:8]=[C:9]([CH:13]=[CH:14][C:6]=1[S:18][C:19]#[N:20])[C:10]([OH:12])=[O:11])([O-:17])=[O:16], predict the reactants needed to synthesize it. The reactants are: N([O-])=O.[Na+].N[C:6]1[CH:14]=[CH:13][C:9]([C:10]([OH:12])=[O:11])=[CH:8][C:7]=1[N+:15]([O-:17])=[O:16].[S-:18][C:19]#[N:20].[K+]. (5) Given the product [CH3:1][O:2][C:3]1[CH:4]=[C:5]2[C:10](=[CH:11][C:12]=1[O:13][CH3:14])[N:9]=[CH:8][CH:7]=[C:6]2[O:15][C:16]1[CH:22]=[CH:21][C:19]([NH:20][C:34]([NH:51][C@H:48]([C:42]2[CH:47]=[CH:46][CH:45]=[CH:44][CH:43]=2)[CH2:49][CH3:50])=[O:40])=[CH:18][CH:17]=1, predict the reactants needed to synthesize it. The reactants are: [CH3:1][O:2][C:3]1[CH:4]=[C:5]2[C:10](=[CH:11][C:12]=1[O:13][CH3:14])[N:9]=[CH:8][CH:7]=[C:6]2[O:15][C:16]1[CH:22]=[CH:21][C:19]([NH2:20])=[CH:18][CH:17]=1.C(N(CC)CC)C.ClC(Cl)(O[C:34](=[O:40])OC(Cl)(Cl)Cl)Cl.[C:42]1([C@@H:48]([NH2:51])[CH2:49][CH3:50])[CH:47]=[CH:46][CH:45]=[CH:44][CH:43]=1. (6) Given the product [CH3:22][N:20]1[CH:21]=[C:17]([C:14]2[CH:15]=[C:16]3[C:8]([C:6]4[N:7]=[C:2]([C:37]5[CH2:42][CH2:41][N:40]([C:43]([O:45][C:46]([CH3:49])([CH3:48])[CH3:47])=[O:44])[CH2:39][CH:38]=5)[CH:3]=[CH:4][CH:5]=4)=[N:9][N:10]([CH:23]4[CH2:28][CH2:27][CH2:26][CH2:25][O:24]4)[C:11]3=[CH:12][N:13]=2)[CH:18]=[N:19]1, predict the reactants needed to synthesize it. The reactants are: Cl[C:2]1[N:7]=[C:6]([C:8]2[C:16]3[C:11](=[CH:12][N:13]=[C:14]([C:17]4[CH:18]=[N:19][N:20]([CH3:22])[CH:21]=4)[CH:15]=3)[N:10]([CH:23]3[CH2:28][CH2:27][CH2:26][CH2:25][O:24]3)[N:9]=2)[CH:5]=[CH:4][CH:3]=1.CC1(C)C(C)(C)OB([C:37]2[CH2:42][CH2:41][N:40]([C:43]([O:45][C:46]([CH3:49])([CH3:48])[CH3:47])=[O:44])[CH2:39][CH:38]=2)O1.C(=O)([O-])[O-].[Cs+].[Cs+].ClCCl.